From a dataset of Forward reaction prediction with 1.9M reactions from USPTO patents (1976-2016). Predict the product of the given reaction. (1) Given the reactants [C:1]([CH2:3][C:4]1[S:8][C:7]([C:9]2[N:14]=[N:13][C:12]([N:15]([CH2:23][C:24]3([C:28]4[C:33]([F:34])=[CH:32][CH:31]=[CH:30][N:29]=4)[CH2:27][CH2:26][CH2:25]3)[C:16](=[O:22])[O:17][C:18]([CH3:21])([CH3:20])[CH3:19])=[CH:11][CH:10]=2)=[N:6][CH:5]=1)#[N:2].C(=O)([O-])[O-:36].[K+].[K+].OO, predict the reaction product. The product is: [NH2:2][C:1](=[O:36])[CH2:3][C:4]1[S:8][C:7]([C:9]2[N:14]=[N:13][C:12]([N:15]([CH2:23][C:24]3([C:28]4[C:33]([F:34])=[CH:32][CH:31]=[CH:30][N:29]=4)[CH2:25][CH2:26][CH2:27]3)[C:16](=[O:22])[O:17][C:18]([CH3:21])([CH3:20])[CH3:19])=[CH:11][CH:10]=2)=[N:6][CH:5]=1. (2) The product is: [N:40]1[CH:38]=[CH:6][CH:5]=[C:4]([NH:7][C:8]([N:10]2[CH2:11][CH:12]([O:14][C:15]3[CH:20]=[CH:19][C:18]([C:24]4[C:23]([F:22])=[CH:28][CH:27]=[CH:26][C:25]=4[F:29])=[CH:17][N:16]=3)[CH2:13]2)=[O:9])[N:3]=1. Given the reactants N1[CH:6]=[CH:5][C:4]([NH:7][C:8]([N:10]2[CH2:13][CH:12]([O:14][C:15]3[CH:20]=[CH:19][C:18](I)=[CH:17][N:16]=3)[CH2:11]2)=[O:9])=[N:3]C=1.[F:22][C:23]1[CH:28]=[CH:27][CH:26]=[C:25]([F:29])[C:24]=1[B-](F)(F)F.[K+].CCO.[CH2:38]([N:40](CC)CC)C, predict the reaction product. (3) Given the reactants C(N(CC)CC)C.[C:8]1([CH2:14][C:15](Cl)=[O:16])[CH:13]=[CH:12][CH:11]=[CH:10][CH:9]=1.[CH2:18]([O:25][C:26]1[C:27]([CH3:35])=[C:28]([CH3:34])[C:29]([NH2:33])=[N:30][C:31]=1[CH3:32])[C:19]1[CH:24]=[CH:23][CH:22]=[CH:21][CH:20]=1, predict the reaction product. The product is: [CH2:18]([O:25][C:26]1[C:27]([CH3:35])=[C:28]([CH3:34])[C:29]([NH:33][C:15](=[O:16])[CH2:14][C:8]2[CH:13]=[CH:12][CH:11]=[CH:10][CH:9]=2)=[N:30][C:31]=1[CH3:32])[C:19]1[CH:20]=[CH:21][CH:22]=[CH:23][CH:24]=1. (4) Given the reactants C([O:4][CH2:5][C:6]1[C:11]([N:12]2[CH2:24][CH2:23][C:22]3[N:21]4[C:16]([CH2:17][CH2:18][CH2:19][CH2:20]4)=[CH:15][C:14]=3[C:13]2=[O:25])=[CH:10][C:9]([F:26])=[CH:8][C:7]=1[C:27]1[CH:32]=[C:31]([NH:33][C:34]2[CH:39]=[CH:38][C:37]([N:40]3[CH2:45][CH2:44][N:43]([CH:46]4[CH2:49][O:48][CH2:47]4)[CH2:42][C@@H:41]3[CH3:50])=[CH:36][N:35]=2)[C:30](=[O:51])[N:29]([CH3:52])[CH:28]=1)(=O)C.O.[Li+].[OH-], predict the reaction product. The product is: [F:26][C:9]1[CH:8]=[C:7]([C:27]2[CH:32]=[C:31]([NH:33][C:34]3[CH:39]=[CH:38][C:37]([N:40]4[CH2:45][CH2:44][N:43]([CH:46]5[CH2:47][O:48][CH2:49]5)[CH2:42][C@@H:41]4[CH3:50])=[CH:36][N:35]=3)[C:30](=[O:51])[N:29]([CH3:52])[CH:28]=2)[C:6]([CH2:5][OH:4])=[C:11]([N:12]2[CH2:24][CH2:23][C:22]3[N:21]4[C:16]([CH2:17][CH2:18][CH2:19][CH2:20]4)=[CH:15][C:14]=3[C:13]2=[O:25])[CH:10]=1. (5) Given the reactants [C:1]1([NH:7][CH2:8][C:9]2[C:18]3[C:13](=[CH:14][CH:15]=[CH:16][CH:17]=3)[NH:12][C:11](=[O:19])[CH:10]=2)[CH:6]=[CH:5][CH:4]=[CH:3][CH:2]=1.[C:20](O)(=[O:27])[C:21]1[CH:26]=[CH:25][N:24]=[CH:23][CH:22]=1, predict the reaction product. The product is: [O:19]=[C:11]1[CH:10]=[C:9]([CH2:8][N:7]([C:1]2[CH:2]=[CH:3][CH:4]=[CH:5][CH:6]=2)[C:20](=[O:27])[C:21]2[CH:26]=[CH:25][N:24]=[CH:23][CH:22]=2)[C:18]2[C:13](=[CH:14][CH:15]=[CH:16][CH:17]=2)[NH:12]1. (6) Given the reactants Cl.O1CCOCC1.[CH2:8]([N:10]([CH2:24][CH2:25][C:26]1[CH:30]=[CH:29][N:28](C2CCCCO2)[N:27]=1)[C:11](=[O:23])[C:12]1[CH:17]=[CH:16][CH:15]=[CH:14][C:13]=1[N:18]1[N:22]=[CH:21][CH:20]=[N:19]1)[CH3:9].C([O-])(O)=O.[Na+], predict the reaction product. The product is: [CH2:8]([N:10]([CH2:24][CH2:25][C:26]1[CH:30]=[CH:29][NH:28][N:27]=1)[C:11](=[O:23])[C:12]1[CH:17]=[CH:16][CH:15]=[CH:14][C:13]=1[N:18]1[N:22]=[CH:21][CH:20]=[N:19]1)[CH3:9]. (7) Given the reactants [CH3:1][O:2][C:3](=[O:14])[CH:4]([C:6]1[CH:11]=[CH:10][C:9]([OH:12])=[C:8]([Cl:13])[CH:7]=1)[CH3:5].N1C=CC=CC=1.[F:21][C:22]([F:35])([F:34])[S:23](O[S:23]([C:22]([F:35])([F:34])[F:21])(=[O:25])=[O:24])(=[O:25])=[O:24].O, predict the reaction product. The product is: [CH3:1][O:2][C:3](=[O:14])[CH:4]([C:6]1[CH:11]=[CH:10][C:9]([O:12][S:23]([C:22]([F:35])([F:34])[F:21])(=[O:25])=[O:24])=[C:8]([Cl:13])[CH:7]=1)[CH3:5]. (8) The product is: [N:21]1([C:19]2[C:18]3[C:13](=[CH:14][CH:15]=[CH:16][CH:17]=3)[N:12]=[C:11]([C:9]([OH:10])=[O:1])[CH:20]=2)[CH2:26][CH2:25][O:24][CH2:23][CH2:22]1. Given the reactants [OH-:1].[Na+].N1([C:9]([C:11]2[CH:20]=[C:19]([N:21]3[CH2:26][CH2:25][O:24][CH2:23][CH2:22]3)[C:18]3[C:13](=[CH:14][CH:15]=[CH:16][CH:17]=3)[N:12]=2)=[O:10])CCOCC1, predict the reaction product. (9) The product is: [Cl:17][C:18]1[CH:19]=[C:20]([CH:24]([O:25][C:10](=[O:11])[O:9][C@@H:3]2[CH:4]3[CH2:5][CH2:6][N:1]([CH2:8][CH2:7]3)[CH2:2]2)[C:26]2[CH:31]=[CH:30][CH:29]=[C:28]([F:32])[CH:27]=2)[CH:21]=[CH:22][CH:23]=1. Given the reactants [N:1]12[CH2:8][CH2:7][CH:4]([CH2:5][CH2:6]1)[C@@H:3]([O:9][C:10](N1C=CN=C1)=[O:11])[CH2:2]2.[Cl:17][C:18]1[CH:19]=[C:20]([CH:24]([C:26]2[CH:31]=[CH:30][CH:29]=[C:28]([F:32])[CH:27]=2)[OH:25])[CH:21]=[CH:22][CH:23]=1, predict the reaction product.